From a dataset of Forward reaction prediction with 1.9M reactions from USPTO patents (1976-2016). Predict the product of the given reaction. (1) Given the reactants [F:1][C:2]([F:20])([F:19])[C:3](O)=[CH:4][C:5]([C:7]1[CH:17]=[CH:16][C:10]2[O:11][CH2:12][C:13](=[O:15])[NH:14][C:9]=2[CH:8]=1)=O.Cl.[F:22][C:23]([F:34])([F:33])[O:24][C:25]1[CH:30]=[CH:29][C:28]([NH:31][NH2:32])=[CH:27][CH:26]=1, predict the reaction product. The product is: [F:22][C:23]([F:33])([F:34])[O:24][C:25]1[CH:26]=[CH:27][C:28]([N:31]2[C:5]([C:7]3[CH:17]=[CH:16][C:10]4[O:11][CH2:12][C:13](=[O:15])[NH:14][C:9]=4[CH:8]=3)=[CH:4][C:3]([C:2]([F:20])([F:19])[F:1])=[N:32]2)=[CH:29][CH:30]=1. (2) Given the reactants [Br:1][C:2]1[C:7]([CH3:8])=[CH:6][C:5](I)=[CH:4][C:3]=1[CH3:10].[CH3:11][N:12]1[C:16](B2OC(C)(C)C(C)(C)O2)=[CH:15][CH:14]=[N:13]1, predict the reaction product. The product is: [Br:1][C:2]1[C:7]([CH3:8])=[CH:6][C:5]([C:16]2[N:12]([CH3:11])[N:13]=[CH:14][CH:15]=2)=[CH:4][C:3]=1[CH3:10]. (3) Given the reactants [N:1]1[C:8](Cl)=[N:7][C:5](Cl)=[N:4][C:2]=1Cl.[F:10][C:11]1[CH:12]=[C:13]([OH:19])[CH:14]=[CH:15][C:16]=1[O:17][CH3:18].[OH-:20].[Na+].OP([O-])(O)=O.[K+], predict the reaction product. The product is: [F:10][C:11]1[CH:12]=[C:13]([CH:14]=[CH:15][C:16]=1[O:17][CH3:18])[O:19][C:2]1[N:4]=[C:5]([O:20][C:13]2[CH:14]=[CH:15][C:16]([O:17][CH3:18])=[C:11]([F:10])[CH:12]=2)[N:7]=[C:8]([O:19][C:13]2[CH:14]=[CH:15][C:16]([O:17][CH3:18])=[C:11]([F:10])[CH:12]=2)[N:1]=1. (4) Given the reactants CCN(S(F)(F)[F:7])CC.[C:10]([O:14][C:15]([N:17]1[CH2:21][CH2:20][CH2:19][C@@H:18]1[C:22]([N:24]1[CH2:29][CH2:28][CH:27](O)[CH2:26][CH2:25]1)=[O:23])=[O:16])([CH3:13])([CH3:12])[CH3:11], predict the reaction product. The product is: [C:10]([O:14][C:15]([N:17]1[CH2:21][CH2:20][CH2:19][C@@H:18]1[C:22]([N:24]1[CH2:29][CH2:28][CH:27]([F:7])[CH2:26][CH2:25]1)=[O:23])=[O:16])([CH3:13])([CH3:12])[CH3:11].